Dataset: Full USPTO retrosynthesis dataset with 1.9M reactions from patents (1976-2016). Task: Predict the reactants needed to synthesize the given product. (1) Given the product [F:1][C@H:2]1[CH2:19][C@@:17]2([CH3:18])[C@@H:13]([CH2:14][CH2:15][C:16]2=[O:20])[C@H:12]2[C@H:3]1[C:4]1[CH:5]=[CH:6][C:7]([OH:28])=[CH:8][C:9]=1[CH2:10][C@H:11]2[CH2:21][CH2:22][CH2:23][CH2:24][CH2:25][N:26]([CH3:55])[CH2:27][CH2:37][CH2:36][CH2:35][CH2:34][CH2:33][CH2:32][CH2:31][C:30]([F:29])([F:54])[C:50]([F:51])([F:52])[F:53], predict the reactants needed to synthesize it. The reactants are: [F:1][C@H:2]1[CH2:19][C@@:17]2([CH3:18])[C@@H:13]([CH2:14][CH2:15][C:16]2=[O:20])[C@H:12]2[C@H:3]1[C:4]1[CH:5]=[CH:6][C:7]([OH:28])=[CH:8][C:9]=1[CH2:10][C@H:11]2[CH2:21][CH2:22][CH2:23][CH2:24][CH2:25][NH:26][CH3:27].[F:29][C:30]([F:54])([C:50]([F:53])([F:52])[F:51])[CH2:31][CH2:32][CH2:33][CH2:34][CH2:35][CH2:36][CH2:37]COS(C1C=CC(C)=CC=1)(=O)=O.[C:55](=O)(O)[O-].[Na+]. (2) The reactants are: Cl.O1[C:6]2([CH2:11][CH2:10][CH:9]([CH2:12][O:13][CH2:14][C:15]#[C:16][Si:17]([C:20]([CH3:23])([CH3:22])[CH3:21])([CH3:19])[CH3:18])[CH2:8][CH2:7]2)[O:5]CC1.[OH-].[Na+]. Given the product [Si:17]([C:16]#[C:15][CH2:14][O:13][CH2:12][CH:9]1[CH2:8][CH2:7][C:6](=[O:5])[CH2:11][CH2:10]1)([C:20]([CH3:22])([CH3:23])[CH3:21])([CH3:19])[CH3:18], predict the reactants needed to synthesize it. (3) Given the product [CH:3]([C:17]1[NH:16][C:15]([CH3:14])=[C:19]([CH2:20][C:21]([OH:23])=[O:22])[C:18]=1[CH3:24])=[O:4], predict the reactants needed to synthesize it. The reactants are: CN(C)[CH:3]=[O:4].ClCCl.P(Cl)(Cl)(Cl)=O.[CH3:14][C:15]1[NH:16][CH:17]=[C:18]([CH3:24])[C:19]=1[CH2:20][C:21]([OH:23])=[O:22]. (4) Given the product [OH:14][CH:7]1[C:6]2[C:11](=[CH:2][CH:3]=[C:4]([C:16]([OH:18])=[O:17])[C:5]=2[CH3:15])[S:10](=[O:13])(=[O:12])[CH2:9][CH2:8]1, predict the reactants needed to synthesize it. The reactants are: Cl[C:2]1[CH:3]=[C:4]([C:16]([O:18]CC)=[O:17])[C:5]([CH3:15])=[C:6]2[C:11]=1[S:10](=[O:13])(=[O:12])[CH2:9][CH2:8][CH:7]2[OH:14].[OH-].[K+]. (5) Given the product [Cl:20][CH2:16][CH2:15][N:14]1[C:10]2[C:9]3[CH:8]=[CH:7][CH:6]=[CH:5][C:4]=3[N:3]=[C:2]([NH2:1])[C:11]=2[N:12]=[CH:13]1, predict the reactants needed to synthesize it. The reactants are: [NH2:1][C:2]1[C:11]2[N:12]=[CH:13][N:14]([CH2:15][CH2:16]O)[C:10]=2[C:9]2[CH:8]=[CH:7][CH:6]=[CH:5][C:4]=2[N:3]=1.S(Cl)([Cl:20])=O. (6) Given the product [Cl:32][C:23]1[CH:24]=[C:25]([C:28]([F:29])([F:30])[F:31])[CH:26]=[CH:27][C:22]=1[S:19]([NH:18][C:14]1[CH:15]=[C:16]([Cl:17])[C:11]([O:10][C:8]2[S:9][C:5]3[CH:4]=[CH:3][C:2]([NH:1][S:36]([CH3:35])(=[O:38])=[O:37])=[CH:34][C:6]=3[N:7]=2)=[C:12]([Cl:33])[CH:13]=1)(=[O:21])=[O:20], predict the reactants needed to synthesize it. The reactants are: [NH2:1][C:2]1[CH:3]=[CH:4][C:5]2[S:9][C:8]([O:10][C:11]3[C:16]([Cl:17])=[CH:15][C:14]([NH:18][S:19]([C:22]4[CH:27]=[CH:26][C:25]([C:28]([F:31])([F:30])[F:29])=[CH:24][C:23]=4[Cl:32])(=[O:21])=[O:20])=[CH:13][C:12]=3[Cl:33])=[N:7][C:6]=2[CH:34]=1.[CH3:35][S:36](Cl)(=[O:38])=[O:37]. (7) The reactants are: [CH3:1][C:2]1[O:6][N:5]=[C:4]([C:7]([O:9]CC)=O)[CH:3]=1.O.[OH-].[Li+].Cl.S(Cl)([Cl:18])=O. Given the product [CH3:1][C:2]1[O:6][N:5]=[C:4]([C:7]([Cl:18])=[O:9])[CH:3]=1, predict the reactants needed to synthesize it.